This data is from Aqueous solubility values for 9,982 compounds from the AqSolDB database. The task is: Regression/Classification. Given a drug SMILES string, predict its absorption, distribution, metabolism, or excretion properties. Task type varies by dataset: regression for continuous measurements (e.g., permeability, clearance, half-life) or binary classification for categorical outcomes (e.g., BBB penetration, CYP inhibition). For this dataset (solubility_aqsoldb), we predict Y. (1) The drug is CN(CCO)S(=O)(=O)C(F)(F)C(F)(F)C(F)(F)C(F)(F)F. The Y is -3.40 log mol/L. (2) The compound is C=CC(=O)NC(C)(C)CS(=O)(=O)[O-].[Na+]. The Y is 0.339 log mol/L. (3) The compound is O=C1OC(=O)c2cccc3cccc1c23. The Y is -6.30 log mol/L. (4) The molecule is C[Si]1(C)O[Si](C)(C)O[Si](C)(C)O[Si](C)(C)O[Si](C)(C)O1. The Y is -7.34 log mol/L. (5) The molecule is COC(=O)c1c(Cl)c(Cl)c(Cl)c(Cl)c1C#N.C[O-].Nc1ccc(N)cc1.[Na+]. The Y is -6.31 log mol/L.